Predict the reaction yield, written as a fraction of the theoretical maximum amount of product (1.0 means a 100% yield; for example, 0.34 means a 34% yield). From a dataset of Reaction yield outcomes from USPTO patents with 853,638 reactions. (1) The reactants are [F:1][C:2]([F:21])([C:8]1[CH:13]=[CH:12][CH:11]=[C:10]([CH2:14][N:15]2[CH2:20][CH2:19][O:18][CH2:17][CH2:16]2)[CH:9]=1)[C:3]([O:5]CC)=[O:4].O.[OH-].[Li+]. The catalyst is CO.O1CCCC1.O. The product is [F:21][C:2]([F:1])([C:8]1[CH:13]=[CH:12][CH:11]=[C:10]([CH2:14][N:15]2[CH2:16][CH2:17][O:18][CH2:19][CH2:20]2)[CH:9]=1)[C:3]([OH:5])=[O:4]. The yield is 0.820. (2) The reactants are [NH2:1][CH2:2][CH:3]([CH3:13])[CH2:4][NH:5][C:6](=[O:12])[O:7][C:8]([CH3:11])([CH3:10])[CH3:9].[C:14]([C:16]1[CH:24]=[CH:23][C:19]([C:20](O)=[O:21])=[CH:18][CH:17]=1)#[N:15].CN(C(ON1N=NC2C=CC=NC1=2)=[N+](C)C)C.F[P-](F)(F)(F)(F)F.O. The product is [C:14]([C:16]1[CH:24]=[CH:23][C:19]([C:20]([NH:1][CH2:2][CH:3]([CH3:13])[CH2:4][NH:5][C:6](=[O:12])[O:7][C:8]([CH3:9])([CH3:11])[CH3:10])=[O:21])=[CH:18][CH:17]=1)#[N:15]. The catalyst is CN(C=O)C. The yield is 0.920. (3) The catalyst is [Pd].CO. The product is [CH3:41][O:40][C:38]([C:28]1[S:29][C:30]([C:32]2[CH:33]=[CH:34][CH:35]=[CH:36][CH:37]=2)=[CH:31][C:27]=1[N:17]([C:18]([CH:20]1[CH2:21][CH2:22][CH:23]([CH3:26])[CH2:24][CH2:25]1)=[O:19])[CH:14]1[CH2:15][CH2:16][NH:11][CH2:12][CH2:13]1)=[O:39]. The reactants are C(OC([N:11]1[CH2:16][CH2:15][CH:14]([N:17]([C:27]2[CH:31]=[C:30]([C:32]3[CH:37]=[CH:36][CH:35]=[CH:34][CH:33]=3)[S:29][C:28]=2[C:38]([O:40][CH3:41])=[O:39])[C:18]([CH:20]2[CH2:25][CH2:24][CH:23]([CH3:26])[CH2:22][CH2:21]2)=[O:19])[CH2:13][CH2:12]1)=O)C1C=CC=CC=1.C(OCC)(=O)C. The yield is 0.740. (4) The reactants are [CH3:1][Si:2]([CH3:29])([CH3:28])[CH2:3][CH2:4][O:5][CH2:6][N:7]1[C:11]2[N:12]=[CH:13][N:14]=[C:15]([C:16]3[CH:17]=[N:18][N:19]([C:21]4([CH2:25][C:26]#[N:27])[CH2:24][NH:23][CH2:22]4)[CH:20]=3)[C:10]=2[CH:9]=[CH:8]1.C(N(CC)C(C)C)(C)C.[CH:39]1([S:42](Cl)(=[O:44])=[O:43])[CH2:41][CH2:40]1. The catalyst is O1CCCC1. The product is [CH:39]1([S:42]([N:23]2[CH2:22][C:21]([CH2:25][C:26]#[N:27])([N:19]3[CH:20]=[C:16]([C:15]4[C:10]5[CH:9]=[CH:8][N:7]([CH2:6][O:5][CH2:4][CH2:3][Si:2]([CH3:28])([CH3:1])[CH3:29])[C:11]=5[N:12]=[CH:13][N:14]=4)[CH:17]=[N:18]3)[CH2:24]2)(=[O:44])=[O:43])[CH2:41][CH2:40]1. The yield is 0.814. (5) The product is [CH3:56][N:55]([CH3:57])[O:54][CH2:53][CH2:52][O:51][C@@H:39]1[C@H:38]([OH:58])[C@@H:37]([CH2:36][OH:35])[O:41][C@H:40]1[N:42]1[CH:49]=[C:48]([CH3:50])[C:46](=[O:47])[NH:45][C:43]1=[O:44]. The yield is 0.925. The catalyst is C1COCC1.C(Cl)Cl. The reactants are F.F.F.C(N(CC)CC)C.C(N(CC)CC)C.[Si]([O:35][CH2:36][C@H:37]1[O:41][C@@H:40]([N:42]2[CH:49]=[C:48]([CH3:50])[C:46](=[O:47])[NH:45][C:43]2=[O:44])[C@H:39]([O:51][CH2:52][CH2:53][O:54][N:55]([CH3:57])[CH3:56])[C@@H:38]1[OH:58])(C(C)(C)C)(C1C=CC=CC=1)C1C=CC=CC=1.CO. (6) The reactants are [O:1]=[C:2]([C:16]1[N:20]([CH3:21])[N:19]=[C:18]([CH3:22])[C:17]=1[CH3:23])[CH:3]([C:6]1[CH:11]=[CH:10][C:9]([C:12]([CH3:15])([CH3:14])[CH3:13])=[CH:8][CH:7]=1)[C:4]#[N:5].C(N(CC)CC)C.[C:31](Cl)(=[O:36])[C:32]([CH3:35])([CH3:34])[CH3:33]. The product is [CH3:33][C:32]([CH3:35])([CH3:34])[C:31]([O:1]/[C:2](/[C:16]1[N:20]([CH3:21])[N:19]=[C:18]([CH3:22])[C:17]=1[CH3:23])=[C:3](\[C:6]1[CH:7]=[CH:8][C:9]([C:12]([CH3:15])([CH3:14])[CH3:13])=[CH:10][CH:11]=1)/[C:4]#[N:5])=[O:36]. The yield is 0.734. The catalyst is O1CCCC1.